Task: Predict the product of the given reaction.. Dataset: Forward reaction prediction with 1.9M reactions from USPTO patents (1976-2016) The product is: [C:43]([NH:47][C:29]([C:26]1[C:24]2=[N:25][C:20]([CH2:19][O:18][Si:1]([C:14]([CH3:16])([CH3:17])[CH3:15])([C:8]3[CH:13]=[CH:12][CH:11]=[CH:10][CH:9]=3)[C:2]3[CH:7]=[CH:6][CH:5]=[CH:4][CH:3]=3)=[C:21]([N:35]3[CH2:36][C@H:37]([CH3:42])[O:38][C@H:39]([CH3:41])[CH2:40]3)[C:22]([Cl:34])=[C:23]2[O:28][N:27]=1)=[O:31])([CH3:46])([CH3:45])[CH3:44]. Given the reactants [Si:1]([O:18][CH2:19][C:20]1[N:25]=[C:24]2[C:26]([C:29]([O:31]CC)=O)=[N:27][O:28][C:23]2=[C:22]([Cl:34])[C:21]=1[N:35]1[CH2:40][C@H:39]([CH3:41])[O:38][C@H:37]([CH3:42])[CH2:36]1)([C:14]([CH3:17])([CH3:16])[CH3:15])([C:8]1[CH:13]=[CH:12][CH:11]=[CH:10][CH:9]=1)[C:2]1[CH:7]=[CH:6][CH:5]=[CH:4][CH:3]=1.[C:43]([NH2:47])([CH3:46])([CH3:45])[CH3:44], predict the reaction product.